This data is from Full USPTO retrosynthesis dataset with 1.9M reactions from patents (1976-2016). The task is: Predict the reactants needed to synthesize the given product. (1) Given the product [C:20]([C:17]1[CH:18]=[C:19]2[C:14](=[CH:15][CH:16]=1)[N:13]([CH3:22])[CH:12]=[C:11]2[CH:8]1[CH2:9][CH2:10][C:5](=[O:4])[CH2:6][CH2:7]1)#[N:21], predict the reactants needed to synthesize it. The reactants are: O1[C:5]2([CH2:10][CH2:9][CH:8]([C:11]3[C:19]4[C:14](=[CH:15][CH:16]=[C:17]([C:20]#[N:21])[CH:18]=4)[N:13]([CH3:22])[CH:12]=3)[CH2:7][CH2:6]2)[O:4]CC1.C(=O)(O)[O-].[Na+]. (2) Given the product [Cl:10][C:4]1[CH:5]=[C:6]([I:9])[CH:7]=[CH:8][C:3]=1[CH2:2][N:15]1[C:14](=[O:16])[C:13]2=[CH:17][CH:18]=[CH:19][CH:20]=[C:12]2[C:11]1=[O:21], predict the reactants needed to synthesize it. The reactants are: Br[CH2:2][C:3]1[CH:8]=[CH:7][C:6]([I:9])=[CH:5][C:4]=1[Cl:10].[C:11]1(=[O:21])[NH:15][C:14](=[O:16])[C:13]2=[CH:17][CH:18]=[CH:19][CH:20]=[C:12]12.[K]. (3) Given the product [C:17]([CH:14]1[CH2:13][CH2:12][CH:11]([N:10]([CH2:21][C:22]2[CH:23]=[CH:24][C:25]([C:26]([OH:28])=[O:27])=[CH:30][CH:31]=2)[C:2]2[N:1]([CH3:37])[C:5]3[CH:6]=[CH:7][CH:8]=[CH:9][C:4]=3[N:3]=2)[CH2:16][CH2:15]1)([CH3:18])([CH3:20])[CH3:19], predict the reactants needed to synthesize it. The reactants are: [NH:1]1[C:5]2[CH:6]=[CH:7][CH:8]=[CH:9][C:4]=2[N:3]=[C:2]1[N:10]([CH2:21][C:22]1[CH:31]=[CH:30][C:25]([C:26]([O:28]C)=[O:27])=[CH:24][CH:23]=1)[CH:11]1[CH2:16][CH2:15][CH:14]([C:17]([CH3:20])([CH3:19])[CH3:18])[CH2:13][CH2:12]1.CI.[H-].[Na+].N1C2C=CC=CC=2N[CH:37]=1.[Li+].[OH-].Cl.